This data is from NCI-60 drug combinations with 297,098 pairs across 59 cell lines. The task is: Regression. Given two drug SMILES strings and cell line genomic features, predict the synergy score measuring deviation from expected non-interaction effect. (1) Synergy scores: CSS=11.4, Synergy_ZIP=-2.18, Synergy_Bliss=3.32, Synergy_Loewe=2.29, Synergy_HSA=2.70. Drug 1: CC(C1=C(C=CC(=C1Cl)F)Cl)OC2=C(N=CC(=C2)C3=CN(N=C3)C4CCNCC4)N. Drug 2: CN(C)N=NC1=C(NC=N1)C(=O)N. Cell line: NCI-H522. (2) Drug 1: C1=CC=C(C(=C1)C(C2=CC=C(C=C2)Cl)C(Cl)Cl)Cl. Drug 2: CCCCCOC(=O)NC1=NC(=O)N(C=C1F)C2C(C(C(O2)C)O)O. Cell line: SW-620. Synergy scores: CSS=0.284, Synergy_ZIP=-0.136, Synergy_Bliss=0.569, Synergy_Loewe=-1.25, Synergy_HSA=0.262. (3) Drug 1: CC1CCC2CC(C(=CC=CC=CC(CC(C(=O)C(C(C(=CC(C(=O)CC(OC(=O)C3CCCCN3C(=O)C(=O)C1(O2)O)C(C)CC4CCC(C(C4)OC)O)C)C)O)OC)C)C)C)OC. Drug 2: CC12CCC3C(C1CCC2O)C(CC4=C3C=CC(=C4)O)CCCCCCCCCS(=O)CCCC(C(F)(F)F)(F)F. Cell line: HL-60(TB). Synergy scores: CSS=38.2, Synergy_ZIP=3.09, Synergy_Bliss=1.24, Synergy_Loewe=-29.4, Synergy_HSA=-2.00. (4) Drug 1: COC1=NC(=NC2=C1N=CN2C3C(C(C(O3)CO)O)O)N. Drug 2: C1CN(P(=O)(OC1)NCCCl)CCCl. Cell line: RPMI-8226. Synergy scores: CSS=17.3, Synergy_ZIP=-4.88, Synergy_Bliss=-5.99, Synergy_Loewe=-0.985, Synergy_HSA=-6.11. (5) Drug 1: CCCS(=O)(=O)NC1=C(C(=C(C=C1)F)C(=O)C2=CNC3=C2C=C(C=N3)C4=CC=C(C=C4)Cl)F. Drug 2: N.N.Cl[Pt+2]Cl. Cell line: UACC62. Synergy scores: CSS=36.0, Synergy_ZIP=1.87, Synergy_Bliss=-0.0578, Synergy_Loewe=-13.4, Synergy_HSA=0.808. (6) Drug 1: CCCCC(=O)OCC(=O)C1(CC(C2=C(C1)C(=C3C(=C2O)C(=O)C4=C(C3=O)C=CC=C4OC)O)OC5CC(C(C(O5)C)O)NC(=O)C(F)(F)F)O. Synergy scores: CSS=30.1, Synergy_ZIP=-7.09, Synergy_Bliss=-4.67, Synergy_Loewe=-4.98, Synergy_HSA=-4.94. Cell line: SF-295. Drug 2: CC1=C2C(C(=O)C3(C(CC4C(C3C(C(C2(C)C)(CC1OC(=O)C(C(C5=CC=CC=C5)NC(=O)OC(C)(C)C)O)O)OC(=O)C6=CC=CC=C6)(CO4)OC(=O)C)O)C)O. (7) Drug 1: C1CC(CNC1)C2=CC=C(C=C2)N3C=C4C=CC=C(C4=N3)C(=O)N. Drug 2: B(C(CC(C)C)NC(=O)C(CC1=CC=CC=C1)NC(=O)C2=NC=CN=C2)(O)O. Cell line: NCI-H460. Synergy scores: CSS=60.0, Synergy_ZIP=2.52, Synergy_Bliss=3.64, Synergy_Loewe=-14.6, Synergy_HSA=6.73. (8) Drug 1: CS(=O)(=O)C1=CC(=C(C=C1)C(=O)NC2=CC(=C(C=C2)Cl)C3=CC=CC=N3)Cl. Drug 2: C1C(C(OC1N2C=NC3=C2NC=NCC3O)CO)O. Cell line: A498. Synergy scores: CSS=8.17, Synergy_ZIP=-1.19, Synergy_Bliss=6.31, Synergy_Loewe=3.77, Synergy_HSA=4.96. (9) Drug 1: CC1=CC=C(C=C1)C2=CC(=NN2C3=CC=C(C=C3)S(=O)(=O)N)C(F)(F)F. Drug 2: B(C(CC(C)C)NC(=O)C(CC1=CC=CC=C1)NC(=O)C2=NC=CN=C2)(O)O. Cell line: SNB-75. Synergy scores: CSS=7.64, Synergy_ZIP=0.790, Synergy_Bliss=-0.215, Synergy_Loewe=-49.9, Synergy_HSA=0.167.